This data is from Reaction yield outcomes from USPTO patents with 853,638 reactions. The task is: Predict the reaction yield, written as a fraction of the theoretical maximum amount of product (1.0 means a 100% yield; for example, 0.34 means a 34% yield). The reactants are [Cl:1][C:2]1[N:10]=[C:9]2[C:5]([N:6]=[CH:7][NH:8]2)=[C:4]([Cl:11])[N:3]=1.[CH3:12][O:13][C:14]1[CH:19]=[CH:18][C:17]([CH:20]([C:22]2[CH:27]=[CH:26][C:25]([O:28][CH3:29])=[CH:24][CH:23]=2)O)=[CH:16][CH:15]=1.S(=O)(=O)(O)O. The catalyst is C(O)(=O)C.O. The product is [CH3:29][O:28][C:25]1[CH:24]=[CH:23][C:22]([CH:20]([C:17]2[CH:18]=[CH:19][C:14]([O:13][CH3:12])=[CH:15][CH:16]=2)[N:8]2[CH:7]=[N:6][C:5]3[C:9]2=[N:10][C:2]([Cl:1])=[N:3][C:4]=3[Cl:11])=[CH:27][CH:26]=1. The yield is 0.920.